From a dataset of Peptide-MHC class II binding affinity with 134,281 pairs from IEDB. Regression. Given a peptide amino acid sequence and an MHC pseudo amino acid sequence, predict their binding affinity value. This is MHC class II binding data. (1) The peptide sequence is VLKGMKTTSELEIEE. The MHC is DRB1_0101 with pseudo-sequence DRB1_0101. The binding affinity (normalized) is 0.453. (2) The peptide sequence is RIKLDIETSFIFIET. The MHC is HLA-DPA10201-DPB10501 with pseudo-sequence HLA-DPA10201-DPB10501. The binding affinity (normalized) is 0.343. (3) The peptide sequence is VADAYITLVTLPKSS. The MHC is DRB1_0802 with pseudo-sequence DRB1_0802. The binding affinity (normalized) is 0.809. (4) The peptide sequence is WPYLKTTSQTILFQQ. The MHC is DRB1_0101 with pseudo-sequence DRB1_0101. The binding affinity (normalized) is 0.802. (5) The peptide sequence is SPEVIPMFSALSEGAT. The MHC is DRB1_0301 with pseudo-sequence DRB1_0301. The binding affinity (normalized) is 0.126.